From a dataset of Forward reaction prediction with 1.9M reactions from USPTO patents (1976-2016). Predict the product of the given reaction. Given the reactants [CH2:1]([CH:3]([C:6]1[C:11]2[N:12]([CH2:16][C:17]([O:19][CH:20]([CH3:22])[CH3:21])=[O:18])[C:13](=[O:15])[NH:14][C:10]=2[CH:9]=[CH:8][CH:7]=1)[CH2:4][CH3:5])[CH3:2].[Cl:23]N1C(=O)CCC1=O, predict the reaction product. The product is: [Cl:23][C:9]1[C:10]2[NH:14][C:13](=[O:15])[N:12]([CH2:16][C:17]([O:19][CH:20]([CH3:22])[CH3:21])=[O:18])[C:11]=2[C:6]([CH:3]([CH2:4][CH3:5])[CH2:1][CH3:2])=[CH:7][CH:8]=1.